Dataset: Reaction yield outcomes from USPTO patents with 853,638 reactions. Task: Predict the reaction yield, written as a fraction of the theoretical maximum amount of product (1.0 means a 100% yield; for example, 0.34 means a 34% yield). (1) The reactants are [CH2:1]([O:8][NH:9][C:10](=[O:32])[CH2:11][C@H:12]([C:22]1[O:23][CH:24]=[C:25]([C:27](OCC)=[O:28])[N:26]=1)[CH2:13][CH2:14][CH2:15][CH:16]1[CH2:21][CH2:20][CH2:19][CH2:18][CH2:17]1)[C:2]1[CH:7]=[CH:6][CH:5]=[CH:4][CH:3]=1.CC(C[AlH]CC(C)C)C.C([O-])(O)=O.[Na+].[O-]S([O-])(=O)=O.[Mg+2]. The catalyst is C1(C)C=CC=CC=1.CCOC(C)=O.CO. The product is [CH2:1]([O:8][NH:9][C:10](=[O:32])[CH2:11][C@H:12]([C:22]1[O:23][CH:24]=[C:25]([CH:27]=[O:28])[N:26]=1)[CH2:13][CH2:14][CH2:15][CH:16]1[CH2:21][CH2:20][CH2:19][CH2:18][CH2:17]1)[C:2]1[CH:7]=[CH:6][CH:5]=[CH:4][CH:3]=1. The yield is 0.450. (2) The reactants are [O:1]1[C:5]2[CH:6]=[CH:7][C:8]([C:10]3([C:13]([NH:15][C:16]4[CH:17]=[C:18]5[C:22](=[CH:23][CH:24]=4)[NH:21][C:20]([C:25](OCC)=[O:26])=[CH:19]5)=[O:14])[CH2:12][CH2:11]3)=[CH:9][C:4]=2[O:3][CH2:2]1.[Li+].[BH4-]. The catalyst is C1COCC1.O. The product is [O:1]1[C:5]2[CH:6]=[CH:7][C:8]([C:10]3([C:13]([NH:15][C:16]4[CH:17]=[C:18]5[C:22](=[CH:23][CH:24]=4)[NH:21][C:20]([CH2:25][OH:26])=[CH:19]5)=[O:14])[CH2:12][CH2:11]3)=[CH:9][C:4]=2[O:3][CH2:2]1. The yield is 0.730. (3) The reactants are [N:1]1[O:2][N:3]=[C:4]2[CH:9]=[C:8]([C:10]3[O:14][C:13]([CH3:16])([CH3:15])[C:12](=[O:17])[CH:11]=3)[CH:7]=[CH:6][C:5]=12.C1C(=O)N([Br:25])C(=O)C1. The catalyst is C(Cl)(Cl)Cl.C(Cl)Cl. The product is [N:1]1[O:2][N:3]=[C:4]2[CH:9]=[C:8]([C:10]3[O:14][C:13]([CH3:15])([CH3:16])[C:12](=[O:17])[C:11]=3[Br:25])[CH:7]=[CH:6][C:5]=12. The yield is 0.600. (4) The reactants are [OH-].[Na+].[Br:3][C:4]1[CH:5]=[CH:6][C:7]2[N:8]([CH2:18][CH:19]([OH:24])[C:20]([O:22]C)=[O:21])[C:9]3[C:14]([C:15]=2[CH:16]=1)=[CH:13][C:12]([Br:17])=[CH:11][CH:10]=3. The catalyst is CCO. The product is [Br:17][C:12]1[CH:11]=[CH:10][C:9]2[N:8]([CH2:18][CH:19]([OH:24])[C:20]([OH:22])=[O:21])[C:7]3[C:15]([C:14]=2[CH:13]=1)=[CH:16][C:4]([Br:3])=[CH:5][CH:6]=3. The yield is 0.990. (5) The reactants are [I-].[Na+].[Br:3][C:4]1[C:5]([CH3:11])=[N:6][C:7](Br)=[CH:8][CH:9]=1.[I:12][Si](C)(C)C. The catalyst is C(#N)CC.C(OCC)(=O)C.O. The product is [Br:3][C:4]1[C:5]([CH3:11])=[N:6][C:7]([I:12])=[CH:8][CH:9]=1. The yield is 0.950. (6) The reactants are [C:1]1([C:7]2[N:8]=[C:9]([C:12]3([CH2:18][NH2:19])[CH2:17][CH2:16][O:15][CH2:14][CH2:13]3)[S:10][CH:11]=2)[CH:6]=[CH:5][CH:4]=[CH:3][CH:2]=1.C=O.[C:22](O[BH-](OC(=O)C)OC(=O)C)(=O)C.[Na+]. The catalyst is ClCCCl. The product is [CH3:22][NH:19][CH2:18][C:12]1([C:9]2[S:10][CH:11]=[C:7]([C:1]3[CH:2]=[CH:3][CH:4]=[CH:5][CH:6]=3)[N:8]=2)[CH2:13][CH2:14][O:15][CH2:16][CH2:17]1. The yield is 0.380.